From a dataset of Forward reaction prediction with 1.9M reactions from USPTO patents (1976-2016). Predict the product of the given reaction. (1) Given the reactants [Br:1][C:2]1[S:6][C:5]([NH2:7])=[N:4][CH:3]=1.[CH:8]([O:11][C:12]1[CH:13]=[C:14]([CH:18]=[C:19]([O:21][C:22]2[CH:27]=[CH:26][CH:25]=[CH:24][CH:23]=2)[CH:20]=1)[C:15](O)=[O:16])([CH3:10])[CH3:9], predict the reaction product. The product is: [CH:8]([O:11][C:12]1[CH:13]=[C:14]([CH:18]=[C:19]([O:21][C:22]2[CH:27]=[CH:26][CH:25]=[CH:24][CH:23]=2)[CH:20]=1)[C:15]([NH:7][C:5]1[S:6][C:2]([Br:1])=[CH:3][N:4]=1)=[O:16])([CH3:10])[CH3:9]. (2) Given the reactants CC(OP(C1C=CC(N)=CC=1)(=O)OC(C)C)C.[CH3:18][CH:19]([O:21][P:22]([C:28]1[CH:33]=[CH:32][CH:31]=[C:30]([N+:34]([O-])=O)[CH:29]=1)(=[O:27])[O:23][CH:24]([CH3:26])[CH3:25])[CH3:20], predict the reaction product. The product is: [CH3:26][CH:24]([O:23][P:22]([C:28]1[CH:33]=[CH:32][CH:31]=[C:30]([NH2:34])[CH:29]=1)(=[O:27])[O:21][CH:19]([CH3:18])[CH3:20])[CH3:25]. (3) Given the reactants [CH:1]12[CH2:7][CH:4]([CH:5]=[CH:6]1)[C:3](=[O:8])[NH:2]2.[CH3:9][S:10]([OH:13])(=[O:12])=[O:11].[OH2:14], predict the reaction product. The product is: [CH3:9][S:10]([OH:13])(=[O:12])=[O:11].[NH2:2][C@@H:1]1[CH2:7][C@H:4]([C:3]([OH:8])=[O:14])[CH:5]=[CH:6]1. (4) Given the reactants C([O:7][CH2:8][CH2:9][C@H:10]1[C@H:14]([C:15]2[CH:20]=[CH:19][CH:18]=[CH:17][CH:16]=2)[O:13][C:12]2([CH2:24][CH2:23][CH2:22][CH2:21]2)[O:11]1)(=O)C(C)(C)C.C(OCC[C@H]1[C@H](C2C=CC=CC=2)OC(CC)(CC)O1)(=O)C(C)(C)C, predict the reaction product. The product is: [C:15]1([C@@H:14]2[O:13][C:12]3([CH2:24][CH2:23][CH2:22][CH2:21]3)[O:11][C@H:10]2[CH2:9][CH2:8][OH:7])[CH:16]=[CH:17][CH:18]=[CH:19][CH:20]=1.